Dataset: Catalyst prediction with 721,799 reactions and 888 catalyst types from USPTO. Task: Predict which catalyst facilitates the given reaction. (1) Reactant: [CH3:1][O:2][CH2:3][CH2:4][O:5][C:6]1[CH:11]=[CH:10][C:9]([N+:12]([O-])=O)=[CH:8][CH:7]=1. Product: [CH3:1][O:2][CH2:3][CH2:4][O:5][C:6]1[CH:11]=[CH:10][C:9]([NH2:12])=[CH:8][CH:7]=1. The catalyst class is: 358. (2) Reactant: [CH:1]1([C:4]2[O:8][C:7]([C:9]3[C:10]([O:17]CC[Si](C)(C)C)=[N:11][C:12]([S:15][CH3:16])=[N:13][CH:14]=3)=[N:6][N:5]=2)[CH2:3][CH2:2]1.CCCC[N+](CCCC)(CCCC)CCCC.[F-].C1COCC1. Product: [CH:1]1([C:4]2[O:8][C:7]([C:9]3[C:10]([OH:17])=[N:11][C:12]([S:15][CH3:16])=[N:13][CH:14]=3)=[N:6][N:5]=2)[CH2:3][CH2:2]1. The catalyst class is: 1.